From a dataset of Full USPTO retrosynthesis dataset with 1.9M reactions from patents (1976-2016). Predict the reactants needed to synthesize the given product. (1) Given the product [CH2:31]([O:33][C:34](=[O:38])[CH2:35][N:36]([CH2:28][CH2:27][C:26](=[O:29])[NH:25][C:22]1[CH:21]=[CH:20][C:19]([CH2:18][CH2:17][CH2:16][N:13]2[CH2:14][CH2:15][N:10]([C:3]3[C:4]4[CH:9]=[CH:8][CH:7]=[CH:6][C:5]=4[S:1][N:2]=3)[CH2:11][CH2:12]2)=[CH:24][CH:23]=1)[CH3:37])[CH3:32], predict the reactants needed to synthesize it. The reactants are: [S:1]1[C:5]2[CH:6]=[CH:7][CH:8]=[CH:9][C:4]=2[C:3]([N:10]2[CH2:15][CH2:14][N:13]([CH2:16][CH2:17][CH2:18][C:19]3[CH:24]=[CH:23][C:22]([NH:25][C:26](=[O:29])[CH:27]=[CH2:28])=[CH:21][CH:20]=3)[CH2:12][CH2:11]2)=[N:2]1.Cl.[CH2:31]([O:33][C:34](=[O:38])[CH2:35][NH:36][CH3:37])[CH3:32].C(N(CC)CC)C. (2) Given the product [F:1][C:2]1[CH:7]=[CH:6][C:5]([C:8]2[CH:12]=[CH:11][N:10]([C:13]3[N:36]=[CH:35][CH:34]=[CH:33][C:14]=3[C:15]([NH:17][CH:18]([CH2:26][C:27]3[CH:28]=[CH:29][CH:30]=[CH:31][CH:32]=3)[CH:19]([OH:25])[C:20]([OH:22])=[O:21])=[O:16])[N:9]=2)=[CH:4][CH:3]=1, predict the reactants needed to synthesize it. The reactants are: [F:1][C:2]1[CH:7]=[CH:6][C:5]([C:8]2[CH:12]=[CH:11][N:10]([C:13]3[N:36]=[CH:35][CH:34]=[CH:33][C:14]=3[C:15]([NH:17][CH:18]([CH2:26][C:27]3[CH:32]=[CH:31][CH:30]=[CH:29][CH:28]=3)[CH:19]([OH:25])[C:20]([O:22]CC)=[O:21])=[O:16])[N:9]=2)=[CH:4][CH:3]=1.O1CCCC1.C(Cl)Cl.CO.